Dataset: Catalyst prediction with 721,799 reactions and 888 catalyst types from USPTO. Task: Predict which catalyst facilitates the given reaction. (1) Reactant: [H-].[Li+].[Al+3].[H-].[H-].[H-].[N:7]([CH2:10][C:11]1[O:12][CH:13]=[CH:14][C:15]=1[CH2:16][S:17][CH3:18])=[N+]=[N-]. Product: [CH3:18][S:17][CH2:16][C:15]1[CH:14]=[CH:13][O:12][C:11]=1[CH2:10][NH2:7]. The catalyst class is: 27. (2) Reactant: C1C2C(=CC=CC=2)C=[CH:3][C:2]=1[C:11]1[C:12](=O)[NH:13][NH:14][C:15](=O)[CH:16]=1.Cl.Cl.[NH2:21][NH2:22].[CH:23]1[C:32]2[C:27](=[CH:28][CH:29]=[CH:30][CH:31]=2)[CH:26]=[CH:25][C:24]=1[C:33]1[C:34](=O)O[C:36](=O)[CH:37]=1.C1COCC1. The catalyst class is: 6. Product: [CH:23]1[C:32]2[C:27](=[CH:28][CH:29]=[CH:30][CH:31]=2)[CH:26]=[CH:25][C:24]=1[C:33]1[CH:37]=[C:36]([N:14]2[CH2:15][CH2:16][CH:11]([CH2:12][NH2:13])[CH2:2][CH2:3]2)[N:21]=[N:22][CH:34]=1. (3) Reactant: [C:1]([O:4][C:5]1[CH:14]=[C:13]2[C:8]([C:9]([CH2:16][C:17]([OH:19])=[O:18])=[CH:10][C:11](=[O:15])[O:12]2)=[CH:7][CH:6]=1)(=[O:3])[CH3:2].[Cl:20][C:21]([Cl:25])([Cl:24])[CH2:22]O.C1(N=C=NC2CCCCC2)CCCCC1. Product: [C:1]([O:4][C:5]1[CH:14]=[C:13]2[C:8]([C:9]([CH2:16][C:17]([O:19][CH2:22][C:21]([Cl:25])([Cl:24])[Cl:20])=[O:18])=[CH:10][C:11](=[O:15])[O:12]2)=[CH:7][CH:6]=1)(=[O:3])[CH3:2]. The catalyst class is: 4. (4) Reactant: [CH:1]1([CH2:4][N:5]2[C:9]3[CH:10]=[CH:11][C:12]([OH:14])=[CH:13][C:8]=3[N:7]=[N:6]2)[CH2:3][CH2:2]1.[I:15]N1C(=O)CCC1=O. Product: [CH:1]1([CH2:4][N:5]2[C:9]3[CH:10]=[CH:11][C:12]([OH:14])=[C:13]([I:15])[C:8]=3[N:7]=[N:6]2)[CH2:2][CH2:3]1. The catalyst class is: 86.